From a dataset of Reaction yield outcomes from USPTO patents with 853,638 reactions. Predict the reaction yield, written as a fraction of the theoretical maximum amount of product (1.0 means a 100% yield; for example, 0.34 means a 34% yield). (1) The catalyst is ClCCl. The reactants are [NH:1]1[CH:8]=[CH:7][C:5](=[O:6])[NH:4][C:2]1=[O:3].[C:9]1([CH:15]([C:20]2[CH:25]=[CH:24][CH:23]=[CH:22][CH:21]=2)[CH2:16][N:17]=[C:18]=[O:19])[CH:14]=[CH:13][CH:12]=[CH:11][CH:10]=1. The yield is 0.760. The product is [C:9]1([CH:15]([C:20]2[CH:25]=[CH:24][CH:23]=[CH:22][CH:21]=2)[CH2:16][NH:17][C:18]([N:1]2[CH:8]=[CH:7][C:5](=[O:6])[NH:4][C:2]2=[O:3])=[O:19])[CH:10]=[CH:11][CH:12]=[CH:13][CH:14]=1. (2) The reactants are [CH3:1][O:2][C:3]1[C:4]2[C:5]3[C:6]([O:32][CH3:33])=[CH:7][CH:8]=[C:9]([CH:31]=3)[C@H:10]([NH:29][CH3:30])[C:11](=[O:28])[NH:12][C@@H:13]([CH3:27])[C:14](=[O:26])[NH:15][C@H:16]([C:22]([O:24][CH3:25])=[O:23])[CH2:17][C:18]([CH:21]=2)=[CH:19][CH:20]=1.[C:34]([O:38][C:39]([NH:41][CH2:42][CH2:43][CH2:44][CH2:45][C@H:46]([NH:50][C:51](=[O:72])[CH2:52][CH2:53][NH:54][C:55]([C:57]1[CH:62]=[CH:61][C:60]([C:63]2[CH:68]=[CH:67][C:66]([CH2:69][CH2:70][CH3:71])=[CH:65][CH:64]=2)=[CH:59][CH:58]=1)=[O:56])[C:47]([OH:49])=O)=[O:40])([CH3:37])([CH3:36])[CH3:35].CCN(C(C)C)C(C)C.CCN=C=NCCCN(C)C. The catalyst is CN(C=O)C.O. The product is [C:34]([O:38][C:39]([NH:41][CH2:42][CH2:43][CH2:44][CH2:45][CH:46]([NH:50][C:51](=[O:72])[CH2:52][CH2:53][NH:54][C:55]([C:57]1[CH:62]=[CH:61][C:60]([C:63]2[CH:64]=[CH:65][C:66]([CH2:69][CH2:70][CH3:71])=[CH:67][CH:68]=2)=[CH:59][CH:58]=1)=[O:56])[C:47]([N:29]([CH3:30])[C@H:10]1[C:9]2[CH:31]=[C:5]([C:6]([O:32][CH3:33])=[CH:7][CH:8]=2)[C:4]2=[CH:21][C:18](=[CH:19][CH:20]=[C:3]2[O:2][CH3:1])[CH2:17][C@@H:16]([C:22]([O:24][CH3:25])=[O:23])[NH:15][C:14](=[O:26])[C@H:13]([CH3:27])[NH:12][C:11]1=[O:28])=[O:49])=[O:40])([CH3:36])([CH3:37])[CH3:35]. The yield is 0.660. (3) The yield is 0.950. The reactants are [CH2:1]([N:8]([CH2:35][C:36]1[CH:41]=[CH:40][CH:39]=[CH:38][CH:37]=1)[C:9]1([C:12]([O:14]C(C2(N(CC3C=CC=CC=3)CC3C=CC=CC=3)CC2)=O)=[O:13])[CH2:11][CH2:10]1)[C:2]1[CH:7]=[CH:6][CH:5]=[CH:4][CH:3]=1.[Li+].[OH-].C(O)(=O)C. The catalyst is CO.C1COCC1.O.O. The product is [CH2:35]([N:8]([CH2:1][C:2]1[CH:7]=[CH:6][CH:5]=[CH:4][CH:3]=1)[C:9]1([C:12]([OH:14])=[O:13])[CH2:11][CH2:10]1)[C:36]1[CH:37]=[CH:38][CH:39]=[CH:40][CH:41]=1. (4) The reactants are [NH2:1][C:2]1[CH2:7][CH2:6][CH2:5][CH2:4][C:3]=1[C:8]#[N:9].[BH3-]C#N.[Na+]. The catalyst is CO.C(O)(=O)C.C(OCC)(=O)C. The product is [NH2:1][CH:2]1[CH2:7][CH2:6][CH2:5][CH2:4][CH:3]1[C:8]#[N:9]. The yield is 0.780. (5) The reactants are [C:1]([C:5]1[CH:10]=[C:9]([C:11]2[N:12]=[C:13]([CH2:16][NH:17][CH2:18][C:19]3[CH:24]=[CH:23][C:22]([N+:25]([O-])=O)=[CH:21][CH:20]=3)[S:14][CH:15]=2)[CH:8]=[C:7]([C:28]([CH3:31])([CH3:30])[CH3:29])[C:6]=1[OH:32])([CH3:4])([CH3:3])[CH3:2].C(C1C=C(C2N=C(CN(C)CC3C=CC([N+]([O-])=O)=CC=3)SC=2)C=C(C(C)(C)C)C=1O)(C)(C)C. No catalyst specified. The product is [NH2:25][C:22]1[CH:21]=[CH:20][C:19]([CH2:18][NH:17][CH2:16][C:13]2[S:14][CH:15]=[C:11]([C:9]3[CH:10]=[C:5]([C:1]([CH3:2])([CH3:3])[CH3:4])[C:6]([OH:32])=[C:7]([C:28]([CH3:31])([CH3:30])[CH3:29])[CH:8]=3)[N:12]=2)=[CH:24][CH:23]=1. The yield is 0.830. (6) The yield is 0.730. The catalyst is C1(C)C=CC=CC=1. The product is [NH:12]1[CH:16]=[CH:15][CH:14]=[C:13]1[C:17]1[S:4][C:3]2[CH:5]=[CH:6][CH:7]=[CH:8][C:2]=2[C:1](=[O:10])[N:18]=1. The reactants are [C:1]([O:10]C)(=O)[C:2]1[C:3](=[CH:5][CH:6]=[CH:7][CH:8]=1)[SH:4].[NH:12]1[CH:16]=[CH:15][CH:14]=[C:13]1[C:17]#[N:18].C(N(CC)CC)C.